This data is from Catalyst prediction with 721,799 reactions and 888 catalyst types from USPTO. The task is: Predict which catalyst facilitates the given reaction. (1) Reactant: [CH2:1]([O:8][C:9]([N:11]1[CH2:15][CH2:14][C@H:13]([O:16][CH2:17][CH2:18][O:19][CH2:20][C:21](OC)=[O:22])[CH2:12]1)=[O:10])[C:2]1[CH:7]=[CH:6][CH:5]=[CH:4][CH:3]=1.[H-].[Al+3].[Li+].[H-].[H-].[H-]. Product: [CH2:1]([O:8][C:9]([N:11]1[CH2:15][CH2:14][C@H:13]([O:16][CH2:17][CH2:18][O:19][CH2:20][CH2:21][OH:22])[CH2:12]1)=[O:10])[C:2]1[CH:7]=[CH:6][CH:5]=[CH:4][CH:3]=1. The catalyst class is: 7. (2) Reactant: [O:1]=[C:2]1[CH2:11][C:10]2([CH2:16][CH2:15][N:14](C(OCC3C=CC=CC=3)=O)[CH2:13][CH2:12]2)[C:9]2[C:4](=[CH:5][CH:6]=[CH:7][CH:8]=2)[NH:3]1. Product: [NH:3]1[C:4]2[C:9](=[CH:8][CH:7]=[CH:6][CH:5]=2)[C:10]2([CH2:12][CH2:13][NH:14][CH2:15][CH2:16]2)[CH2:11][C:2]1=[O:1]. The catalyst class is: 19. (3) Product: [Cl:11][C:12]1[CH:13]=[CH:14][C:15]([NH:18][C:19]([CH:21]2[CH2:26][C:25](=[O:27])[CH2:24][N:23]([C:28]([O:30][C:31]([CH3:34])([CH3:33])[CH3:32])=[O:29])[CH2:22]2)=[O:20])=[CH:16][CH:17]=1. The catalyst class is: 236. Reactant: C(Cl)(=O)C(Cl)=O.CS(C)=O.[Cl:11][C:12]1[CH:17]=[CH:16][C:15]([NH:18][C:19]([CH:21]2[CH2:26][CH:25]([OH:27])[CH2:24][N:23]([C:28]([O:30][C:31]([CH3:34])([CH3:33])[CH3:32])=[O:29])[CH2:22]2)=[O:20])=[CH:14][CH:13]=1.C(=O)(O)[O-].[Na+].